From a dataset of Reaction yield outcomes from USPTO patents with 853,638 reactions. Predict the reaction yield, written as a fraction of the theoretical maximum amount of product (1.0 means a 100% yield; for example, 0.34 means a 34% yield). (1) The reactants are [Si]([O:18][CH2:19][CH:20]([N:22]([CH3:61])[C:23]([C:25]1[CH:33]=[C:32]2[C:28]([CH:29]=[C:30]([C:42]3[C:50]4[CH2:49][CH2:48][C:47]([CH3:52])([CH3:51])[CH2:46][C:45]=4[N:44](COCC[Si](C)(C)C)[N:43]=3)[N:31]2COCC[Si](C)(C)C)=[CH:27][CH:26]=1)=[O:24])[CH3:21])(C(C)(C)C)(C1C=CC=CC=1)C1C=CC=CC=1.[F-].C([N+](CCCC)(CCCC)CCCC)CCC. The catalyst is CN(C)C=O. The product is [OH:18][CH2:19][CH:20]([N:22]([CH3:61])[C:23]([C:25]1[CH:33]=[C:32]2[C:28]([CH:29]=[C:30]([C:42]3[C:50]4[CH2:49][CH2:48][C:47]([CH3:52])([CH3:51])[CH2:46][C:45]=4[NH:44][N:43]=3)[NH:31]2)=[CH:27][CH:26]=1)=[O:24])[CH3:21]. The yield is 0.900. (2) The reactants are [C:1]([C:4]1[O:8][N:7]=[C:6]([C:9]([OH:11])=O)[CH:5]=1)(=[O:3])[CH3:2].[NH2:12][CH2:13][C@H:14]([N:16]1[CH:20]=[CH:19][C:18]([C:21]2[CH:28]=[CH:27][C:24]([C:25]#[N:26])=[C:23]([Cl:29])[CH:22]=2)=[N:17]1)[CH3:15]. No catalyst specified. The product is [C:1]([C:4]1[O:8][N:7]=[C:6]([C:9]([NH:12][CH2:13][C@H:14]([N:16]2[CH:20]=[CH:19][C:18]([C:21]3[CH:28]=[CH:27][C:24]([C:25]#[N:26])=[C:23]([Cl:29])[CH:22]=3)=[N:17]2)[CH3:15])=[O:11])[CH:5]=1)(=[O:3])[CH3:2]. The yield is 0.192.